This data is from Reaction yield outcomes from USPTO patents with 853,638 reactions. The task is: Predict the reaction yield, written as a fraction of the theoretical maximum amount of product (1.0 means a 100% yield; for example, 0.34 means a 34% yield). (1) The reactants are [NH2:1][C:2]1[CH:7]=[C:6]([CH2:8][C:9]([C:11]2[CH:16]=[CH:15][CH:14]=[C:13]([CH3:17])[CH:12]=2)=[O:10])[CH:5]=[CH:4][N:3]=1.[C:18](Cl)(=[O:25])[C:19]1[CH:24]=[CH:23][CH:22]=[CH:21][CH:20]=1.C(N(CC)CC)C.O. The catalyst is C(#N)C. The product is [CH3:17][C:13]1[CH:12]=[C:11]([C:9](=[O:10])[CH2:8][C:6]2[CH:5]=[CH:4][N:3]=[C:2]([NH:1][C:18](=[O:25])[C:19]3[CH:24]=[CH:23][CH:22]=[CH:21][CH:20]=3)[CH:7]=2)[CH:16]=[CH:15][CH:14]=1. The yield is 0.560. (2) The reactants are Br[C:2]1[CH:3]=[C:4]([N:8]2[C:21]3[CH:20]=[CH:19][CH:18]=[CH:17][C:16]=3[O:15][C:14]3[C:9]2=[CH:10][CH:11]=[CH:12][CH:13]=3)[CH:5]=[CH:6][CH:7]=1.[B:22]1([B:22]2[O:26][C:25]([CH3:28])([CH3:27])[C:24]([CH3:30])([CH3:29])[O:23]2)[O:26][C:25]([CH3:28])([CH3:27])[C:24]([CH3:30])([CH3:29])[O:23]1.C([O-])(=O)C.[K+]. The catalyst is C1C=CC([P]([Pd]([P](C2C=CC=CC=2)(C2C=CC=CC=2)C2C=CC=CC=2)([P](C2C=CC=CC=2)(C2C=CC=CC=2)C2C=CC=CC=2)[P](C2C=CC=CC=2)(C2C=CC=CC=2)C2C=CC=CC=2)(C2C=CC=CC=2)C2C=CC=CC=2)=CC=1.O1CCOCC1. The product is [CH3:29][C:24]1([CH3:30])[C:25]([CH3:28])([CH3:27])[O:26][B:22]([C:2]2[CH:3]=[C:4]([N:8]3[C:21]4[CH:20]=[CH:19][CH:18]=[CH:17][C:16]=4[O:15][C:14]4[C:9]3=[CH:10][CH:11]=[CH:12][CH:13]=4)[CH:5]=[CH:6][CH:7]=2)[O:23]1. The yield is 0.340. (3) The reactants are Cl[C:2]1[C:3]2[NH:10][N:9]([NH2:11])[N:8]([CH2:12][C:13]3[CH:18]=[CH:17][CH:16]=[C:15]([C:19]4([OH:25])[CH2:24][CH2:23][O:22][CH2:21][CH2:20]4)[N:14]=3)[C:4]=2[N:5]=[CH:6][N:7]=1.[C:26]1(B(O)O)[CH:31]=[CH:30][CH:29]=[CH:28][CH:27]=1.P([O-])([O-])([O-])=O.[K+].[K+].[K+]. The catalyst is O1CCOCC1. The product is [OH:25][C:19]1([C:15]2[N:14]=[C:13]([CH2:12][N:8]3[C:4]4[N:5]=[CH:6][N:7]=[C:2]([C:26]5[CH:31]=[CH:30][CH:29]=[CH:28][CH:27]=5)[C:3]=4[NH:10][N:9]3[NH2:11])[CH:18]=[CH:17][CH:16]=2)[CH2:24][CH2:23][O:22][CH2:21][CH2:20]1. The yield is 0.370. (4) The reactants are [N:1]1[CH:6]=[CH:5][CH:4]=[CH:3][C:2]=1[C:7]1[N:11]=[C:10]([C:12]2[CH:17]=[C:16]([OH:18])[CH:15]=[C:14]([C:19]#[N:20])[CH:13]=2)[O:9][N:8]=1.[C:21](=[O:24])([O-])[O-].[K+].[K+].[CH2:27](Br)CCCCC. The catalyst is CN(C)C=O.ClCCl. The product is [N:1]1[CH:6]=[CH:5][CH:4]=[CH:3][C:2]=1[C:7]1[N:11]=[C:10]([C:12]2[CH:17]=[C:16]([O:18][CH2:27][CH2:21][OH:24])[CH:15]=[C:14]([C:19]#[N:20])[CH:13]=2)[O:9][N:8]=1. The yield is 0.390.